This data is from Forward reaction prediction with 1.9M reactions from USPTO patents (1976-2016). The task is: Predict the product of the given reaction. (1) Given the reactants Br[C:2]1[N:7]=[CH:6][C:5]([C:8]([N:10]2[CH2:15][CH2:14][N:13]([C:16]3[CH:21]=[C:20]([CH3:22])[C:19]([CH3:23])=[CH:18][C:17]=3[CH3:24])[CH2:12][CH2:11]2)=[O:9])=[CH:4][CH:3]=1.[O:25]1[CH2:29][CH2:28][NH:27][C:26]1=[O:30], predict the reaction product. The product is: [CH3:24][C:17]1[CH:18]=[C:19]([CH3:23])[C:20]([CH3:22])=[CH:21][C:16]=1[N:13]1[CH2:14][CH2:15][N:10]([C:8]([C:5]2[CH:4]=[CH:3][C:2]([N:27]3[CH2:28][CH2:29][O:25][C:26]3=[O:30])=[N:7][CH:6]=2)=[O:9])[CH2:11][CH2:12]1. (2) Given the reactants [Br:1][C:2]1[CH:3]=[C:4]2[C:10]([C:11]3[CH:16]=[CH:15][CH:14]=[C:13](F)[N:12]=3)=[N:9][N:8]([CH:18]3[CH2:23][CH2:22][CH2:21][CH2:20][O:19]3)[C:5]2=[CH:6][N:7]=1.[N:24]1([C:30]([O:32][C:33]([CH3:36])([CH3:35])[CH3:34])=[O:31])[CH2:29][CH2:28][NH:27][CH2:26][CH2:25]1, predict the reaction product. The product is: [Br:1][C:2]1[CH:3]=[C:4]2[C:10]([C:11]3[N:12]=[C:13]([N:27]4[CH2:26][CH2:25][N:24]([C:30]([O:32][C:33]([CH3:36])([CH3:35])[CH3:34])=[O:31])[CH2:29][CH2:28]4)[CH:14]=[CH:15][CH:16]=3)=[N:9][N:8]([CH:18]3[CH2:23][CH2:22][CH2:21][CH2:20][O:19]3)[C:5]2=[CH:6][N:7]=1. (3) Given the reactants [Si]([O:8][CH2:9][C:10]1[N:11]([CH2:20][CH2:21][C:22]([O:24][CH2:25][CH3:26])=[O:23])[C:12]2[C:17]([CH:18]=1)=[CH:16][C:15]([Cl:19])=[CH:14][CH:13]=2)(C(C)(C)C)(C)C.[F-].C([N+](CCCC)(CCCC)CCCC)CCC, predict the reaction product. The product is: [Cl:19][C:15]1[CH:16]=[C:17]2[C:12](=[CH:13][CH:14]=1)[N:11]([CH2:20][CH2:21][C:22]([O:24][CH2:25][CH3:26])=[O:23])[C:10]([CH2:9][OH:8])=[CH:18]2. (4) Given the reactants [CH:1]1[C:10]2[C:5](=[CH:6][CH:7]=[CH:8][CH:9]=2)[CH:4]=[N:3][N:2]=1.[CH:11]([C@H:14]1[CH2:19][CH2:18][C@H:17]([NH2:20])[CH2:16][CH2:15]1)([CH3:13])[CH3:12].[NH3:21].[OH2:22], predict the reaction product. The product is: [CH:11]([C@H:14]1[CH2:19][CH2:18][C@H:17]([NH:20][C:1]2[C:10]3[C:5](=[CH:6][CH:7]=[CH:8][CH:9]=3)[C:4]([CH2:4][C:5]3[CH:10]=[CH:9][N:21]=[C:7]([OH:22])[CH:6]=3)=[N:3][N:2]=2)[CH2:16][CH2:15]1)([CH3:13])[CH3:12].